From a dataset of Full USPTO retrosynthesis dataset with 1.9M reactions from patents (1976-2016). Predict the reactants needed to synthesize the given product. The reactants are: [CH3:1][O:2][C:3](=[O:12])[C:4]1[CH:9]=[C:8]([Cl:10])[CH:7]=[N:6][C:5]=1Cl.[CH3:13][O:14][C:15]1[CH:22]=[CH:21][C:18]([CH2:19][NH2:20])=[CH:17][CH:16]=1. Given the product [CH3:1][O:2][C:3](=[O:12])[C:4]1[CH:9]=[C:8]([Cl:10])[CH:7]=[N:6][C:5]=1[NH:20][CH2:19][C:18]1[CH:21]=[CH:22][C:15]([O:14][CH3:13])=[CH:16][CH:17]=1, predict the reactants needed to synthesize it.